Dataset: NCI-60 drug combinations with 297,098 pairs across 59 cell lines. Task: Regression. Given two drug SMILES strings and cell line genomic features, predict the synergy score measuring deviation from expected non-interaction effect. (1) Drug 1: C1=NC2=C(N1)C(=S)N=C(N2)N. Drug 2: C(CCl)NC(=O)N(CCCl)N=O. Cell line: SNB-75. Synergy scores: CSS=9.68, Synergy_ZIP=-3.89, Synergy_Bliss=-1.94, Synergy_Loewe=-7.67, Synergy_HSA=-3.77. (2) Synergy scores: CSS=1.32, Synergy_ZIP=1.68, Synergy_Bliss=5.22, Synergy_Loewe=2.49, Synergy_HSA=2.73. Drug 2: C1=CC=C(C(=C1)C(C2=CC=C(C=C2)Cl)C(Cl)Cl)Cl. Cell line: U251. Drug 1: CN(C)C1=NC(=NC(=N1)N(C)C)N(C)C. (3) Drug 1: CC1=C(C=C(C=C1)NC(=O)C2=CC=C(C=C2)CN3CCN(CC3)C)NC4=NC=CC(=N4)C5=CN=CC=C5. Drug 2: CC1C(C(CC(O1)OC2CC(CC3=C2C(=C4C(=C3O)C(=O)C5=C(C4=O)C(=CC=C5)OC)O)(C(=O)CO)O)N)O.Cl. Cell line: NCI-H460. Synergy scores: CSS=46.3, Synergy_ZIP=4.11, Synergy_Bliss=3.20, Synergy_Loewe=-24.9, Synergy_HSA=2.73. (4) Cell line: NCI/ADR-RES. Drug 2: C1C(C(OC1N2C=C(C(=O)NC2=O)F)CO)O. Drug 1: COC1=CC(=CC(=C1O)OC)C2C3C(COC3=O)C(C4=CC5=C(C=C24)OCO5)OC6C(C(C7C(O6)COC(O7)C8=CC=CS8)O)O. Synergy scores: CSS=15.8, Synergy_ZIP=-7.94, Synergy_Bliss=-5.31, Synergy_Loewe=-9.59, Synergy_HSA=-4.64. (5) Drug 1: CC1C(C(CC(O1)OC2CC(CC3=C2C(=C4C(=C3O)C(=O)C5=C(C4=O)C(=CC=C5)OC)O)(C(=O)C)O)N)O.Cl. Drug 2: CC1=C(N=C(N=C1N)C(CC(=O)N)NCC(C(=O)N)N)C(=O)NC(C(C2=CN=CN2)OC3C(C(C(C(O3)CO)O)O)OC4C(C(C(C(O4)CO)O)OC(=O)N)O)C(=O)NC(C)C(C(C)C(=O)NC(C(C)O)C(=O)NCCC5=NC(=CS5)C6=NC(=CS6)C(=O)NCCC[S+](C)C)O. Cell line: DU-145. Synergy scores: CSS=21.8, Synergy_ZIP=-1.40, Synergy_Bliss=3.91, Synergy_Loewe=-0.423, Synergy_HSA=4.22. (6) Drug 1: COC1=CC(=CC(=C1O)OC)C2C3C(COC3=O)C(C4=CC5=C(C=C24)OCO5)OC6C(C(C7C(O6)COC(O7)C8=CC=CS8)O)O. Drug 2: C1CCC(C(C1)N)N.C(=O)(C(=O)[O-])[O-].[Pt+4]. Cell line: HL-60(TB). Synergy scores: CSS=53.2, Synergy_ZIP=-4.98, Synergy_Bliss=-5.73, Synergy_Loewe=-4.87, Synergy_HSA=-1.34.